Dataset: NCI-60 drug combinations with 297,098 pairs across 59 cell lines. Task: Regression. Given two drug SMILES strings and cell line genomic features, predict the synergy score measuring deviation from expected non-interaction effect. Drug 1: C1CCC(C1)C(CC#N)N2C=C(C=N2)C3=C4C=CNC4=NC=N3. Drug 2: CC1=C(C=C(C=C1)NC2=NC=CC(=N2)N(C)C3=CC4=NN(C(=C4C=C3)C)C)S(=O)(=O)N.Cl. Cell line: UO-31. Synergy scores: CSS=18.6, Synergy_ZIP=-5.42, Synergy_Bliss=0.680, Synergy_Loewe=-2.39, Synergy_HSA=3.20.